From a dataset of Catalyst prediction with 721,799 reactions and 888 catalyst types from USPTO. Predict which catalyst facilitates the given reaction. (1) The catalyst class is: 36. Reactant: [Cl:1][C:2]1[CH:3]=[C:4]([C@@H:8]2[N:14]([C:15]([CH:17]3[CH2:22][CH2:21][O:20][CH2:19][CH2:18]3)=[O:16])[CH2:13][C:12]3[CH:23]=[CH:24][C:25]([C:27]([O:29]C)=O)=[CH:26][C:11]=3[O:10][CH2:9]2)[CH:5]=[CH:6][CH:7]=1.[NH2:31][OH:32].[OH-].[Na+]. Product: [Cl:1][C:2]1[CH:3]=[C:4]([C@@H:8]2[N:14]([C:15]([CH:17]3[CH2:22][CH2:21][O:20][CH2:19][CH2:18]3)=[O:16])[CH2:13][C:12]3[CH:23]=[CH:24][C:25]([C:27]([NH:31][OH:32])=[O:29])=[CH:26][C:11]=3[O:10][CH2:9]2)[CH:5]=[CH:6][CH:7]=1. (2) Reactant: [CH:1]1([C:7]2[C:8]3[S:24][C:23]([C:25]([O:27][CH3:28])=[O:26])=[CH:22][C:9]=3[N:10]3[C:16]=2[C:15]2[CH:17]=[CH:18][CH:19]=[CH:20][C:14]=2[NH:13][C:12](=[O:21])[CH2:11]3)[CH2:6][CH2:5][CH2:4][CH2:3][CH2:2]1.[H-].[Na+].Cl[CH2:32][CH2:33][N:34]([CH3:36])[CH3:35]. Product: [CH:1]1([C:7]2[C:8]3[S:24][C:23]([C:25]([O:27][CH3:28])=[O:26])=[CH:22][C:9]=3[N:10]3[C:16]=2[C:15]2[CH:17]=[CH:18][CH:19]=[CH:20][C:14]=2[N:13]([CH2:32][CH2:33][N:34]([CH3:36])[CH3:35])[C:12](=[O:21])[CH2:11]3)[CH2:2][CH2:3][CH2:4][CH2:5][CH2:6]1. The catalyst class is: 31. (3) Reactant: [CH:1]([N:4]1[C:12]2[CH:11]=[C:10]([NH:13][C:14]3[CH:19]=[CH:18][N:17]=[C:16]([C:20]4[CH:21]=[N:22][N:23]([S:25]([CH:28]5[CH2:32][CH2:31][NH:30][CH2:29]5)(=[O:27])=[O:26])[CH:24]=4)[N:15]=3)[N:9]=[CH:8][C:7]=2[N:6]=[C:5]1[CH3:33])([CH3:3])[CH3:2].C(N(CC)CC)C.[C:41](Cl)(=[O:43])[CH3:42]. Product: [CH:1]([N:4]1[C:12]2[CH:11]=[C:10]([NH:13][C:14]3[CH:19]=[CH:18][N:17]=[C:16]([C:20]4[CH:21]=[N:22][N:23]([S:25]([CH:28]5[CH2:32][CH2:31][N:30]([C:41](=[O:43])[CH3:42])[CH2:29]5)(=[O:26])=[O:27])[CH:24]=4)[N:15]=3)[N:9]=[CH:8][C:7]=2[N:6]=[C:5]1[CH3:33])([CH3:3])[CH3:2]. The catalyst class is: 7. (4) Reactant: [C:1]([C:5]1[CH:10]=[CH:9][C:8]([OH:11])=[CH:7][CH:6]=1)([CH3:4])([CH3:3])[CH3:2].C1(C)C(C)=CC=CC=1.CN(C=O)C.[Na].Cl[C:27]12[CH2:36][CH:31]3[CH2:32][CH:33]([CH2:35][CH:29]([CH2:30]3)[CH2:28]1)[CH2:34]2. Product: [CH:27]12[CH2:36][CH:31]3[CH2:32][CH:33]([CH2:35][CH:29]([CH2:30]3)[CH:28]1[C:9]1[CH:10]=[C:5]([C:1]([CH3:4])([CH3:2])[CH3:3])[CH:6]=[CH:7][C:8]=1[OH:11])[CH2:34]2. The catalyst class is: 28.